Task: Predict the product of the given reaction.. Dataset: Forward reaction prediction with 1.9M reactions from USPTO patents (1976-2016) (1) Given the reactants [F:1][C:2]1[N:7]=[CH:6][C:5]([NH2:8])=[CH:4][CH:3]=1.C([Mg]Cl)(C)C.[CH:14]1([C:17]2[NH:21][N:20]=[C:19]([NH:22][C:23]3[C:24]4[CH2:40][CH2:39][CH2:38][C:25]=4[N:26]=[C:27]([N:29]4[CH2:33][CH2:32][CH2:31][CH:30]4[C:34](OC)=[O:35])[N:28]=3)[CH:18]=2)[CH2:16][CH2:15]1, predict the reaction product. The product is: [CH:14]1([C:17]2[NH:21][N:20]=[C:19]([NH:22][C:23]3[C:24]4[CH2:40][CH2:39][CH2:38][C:25]=4[N:26]=[C:27]([N:29]4[CH2:33][CH2:32][CH2:31][CH:30]4[C:34]([NH:8][C:5]4[CH:6]=[N:7][C:2]([F:1])=[CH:3][CH:4]=4)=[O:35])[N:28]=3)[CH:18]=2)[CH2:16][CH2:15]1. (2) Given the reactants [H-].[Al+3].[Li+].[H-].[H-].[H-].[CH2:7]1[CH2:11][O:10][CH2:9][CH2:8]1, predict the reaction product. The product is: [CH:11]12[O:10][CH:9]([CH:8]([CH2:9][OH:10])[CH2:7]1)[CH:8]=[CH:7]2.